Dataset: Reaction yield outcomes from USPTO patents with 853,638 reactions. Task: Predict the reaction yield, written as a fraction of the theoretical maximum amount of product (1.0 means a 100% yield; for example, 0.34 means a 34% yield). (1) The reactants are C(NN)(=O)C1C=CC=CC=1.[C:11]1([CH2:17][C:18]([NH:20][NH2:21])=[O:19])[CH:16]=[CH:15][CH:14]=[CH:13][CH:12]=1.[C:22]([NH:30][C:31]1[CH:32]=[C:33]([CH:37]=[CH:38][N:39]=1)[C:34](O)=[O:35])(=[O:29])[C:23]1[CH:28]=[CH:27][CH:26]=[CH:25][CH:24]=1. No catalyst specified. The product is [C:11]1([CH2:17][C:18]([NH:20][NH:21][C:34]([C:33]2[CH:37]=[CH:38][N:39]=[C:31]([NH:30][C:22](=[O:29])[C:23]3[CH:24]=[CH:25][CH:26]=[CH:27][CH:28]=3)[CH:32]=2)=[O:35])=[O:19])[CH:16]=[CH:15][CH:14]=[CH:13][CH:12]=1. The yield is 0.650. (2) The reactants are Br[C:2]1[CH:23]=[CH:22][C:5]2[C:6]3[N:7]([CH:11]=[C:12]([C:14]4[N:18]([CH:19]([CH3:21])[CH3:20])[N:17]=[CH:16][N:15]=4)[N:13]=3)[CH2:8][CH2:9][O:10][C:4]=2[CH:3]=1.[Si:24]([O:31][C:32]([CH3:45])([CH3:44])[CH2:33][N:34]1[CH:38]=[C:37]([Sn](C)(C)C)[N:36]=[C:35]1[CH3:43])([C:27]([CH3:30])([CH3:29])[CH3:28])([CH3:26])[CH3:25]. The catalyst is O1CCOCC1.C1C=CC([P]([Pd]([P](C2C=CC=CC=2)(C2C=CC=CC=2)C2C=CC=CC=2)([P](C2C=CC=CC=2)(C2C=CC=CC=2)C2C=CC=CC=2)[P](C2C=CC=CC=2)(C2C=CC=CC=2)C2C=CC=CC=2)(C2C=CC=CC=2)C2C=CC=CC=2)=CC=1. The product is [Si:24]([O:31][C:32]([CH3:45])([CH3:44])[CH2:33][N:34]1[CH:38]=[C:37]([C:2]2[CH:23]=[CH:22][C:5]3[C:6]4[N:7]([CH:11]=[C:12]([C:14]5[N:18]([CH:19]([CH3:21])[CH3:20])[N:17]=[CH:16][N:15]=5)[N:13]=4)[CH2:8][CH2:9][O:10][C:4]=3[CH:3]=2)[N:36]=[C:35]1[CH3:43])([C:27]([CH3:30])([CH3:29])[CH3:28])([CH3:26])[CH3:25]. The yield is 0.460. (3) The reactants are [CH3:1][O:2][C:3](=[O:43])[NH:4][C@H:5]([C:14](=[O:42])[NH:15][CH2:16][CH2:17][CH2:18][CH2:19][C@H:20]([N:27]([S:32]([C:35]1[CH:40]=[CH:39][C:38]([NH2:41])=[CH:37][CH:36]=1)(=[O:34])=[O:33])[CH2:28][CH:29]([CH3:31])[CH3:30])[CH2:21][O:22][P:23]([OH:26])([OH:25])=[O:24])[CH2:6][C:7]1[CH:12]=[CH:11][CH:10]=[CH:9][C:8]=1Br.C1C(C[C@H](N)C(O)=O)=CC=C([Br:56])C=1. No catalyst specified. The product is [CH3:1][O:2][C:3](=[O:43])[NH:4][C@H:5]([C:14](=[O:42])[NH:15][CH2:16][CH2:17][CH2:18][CH2:19][C@H:20]([N:27]([S:32]([C:35]1[CH:40]=[CH:39][C:38]([NH2:41])=[CH:37][CH:36]=1)(=[O:33])=[O:34])[CH2:28][CH:29]([CH3:30])[CH3:31])[CH2:21][O:22][P:23]([OH:26])([OH:25])=[O:24])[CH2:6][C:7]1[CH:12]=[CH:11][C:10]([Br:56])=[CH:9][CH:8]=1. The yield is 0.280. (4) The reactants are C([O:4][C@H:5]1[C@@H:27]([O:28]C(=O)C)[C@H:26]([O:32]C(=O)C)[C@@H:25]([CH2:36][O:37]C(=O)C)[O:24][C@@H:6]1[O:7][C:8]1[CH:13]=[CH:12][C:11]([N:14]2[C:22]3[C:17](=[CH:18][CH:19]=[CH:20][CH:21]=3)[CH2:16][CH2:15]2)=[CH:10][C:9]=1[Cl:23])(=O)C.C[O-].[Na+]. The catalyst is CO. The product is [O:7]([C:8]1[CH:13]=[CH:12][C:11]([N:14]2[C:22]3[C:17](=[CH:18][CH:19]=[CH:20][CH:21]=3)[CH2:16][CH2:15]2)=[CH:10][C:9]=1[Cl:23])[C@H:6]1[O:24][C@H:25]([CH2:36][OH:37])[C@@H:26]([OH:32])[C@H:27]([OH:28])[C@@H:5]1[OH:4]. The yield is 0.770. (5) The catalyst is C1COCC1. The reactants are [Si:1]([O:8][CH2:9][C@@H:10]([N:13]([CH2:21][C:22](N(OC)C)=[O:23])[C:14](=[O:20])[O:15][C:16]([CH3:19])([CH3:18])[CH3:17])[CH:11]=[CH2:12])([C:4]([CH3:7])([CH3:6])[CH3:5])([CH3:3])[CH3:2].[CH:28]([Mg]Br)=[CH:29][CH3:30]. The yield is 0.870. The product is [Si:1]([O:8][CH2:9][C@@H:10]([N:13]([CH2:21][C:22](=[O:23])[CH:28]=[CH:29][CH3:30])[C:14](=[O:20])[O:15][C:16]([CH3:19])([CH3:17])[CH3:18])[CH:11]=[CH2:12])([C:4]([CH3:6])([CH3:5])[CH3:7])([CH3:3])[CH3:2]. (6) The reactants are [CH3:1][O:2][C:3]([C:5]1[CH:6]=[C:7]([CH3:17])[C:8]2[NH:12][C:11]([CH2:13][CH2:14][CH3:15])=[N:10][C:9]=2[CH:16]=1)=[O:4].CC(C)([O-])C.[K+].Br[CH2:25][C:26]1[CH:43]=[CH:42][C:29]2/[C:30](=[CH:39]/[C:40]#[N:41])/[C:31]3[CH:38]=[CH:37][CH:36]=[CH:35][C:32]=3[CH2:33][CH2:34][C:28]=2[CH:27]=1.C(OCC)(=O)C. The catalyst is CN(C=O)C. The product is [CH3:1][O:2][C:3]([C:5]1[CH:6]=[C:7]([CH3:17])[C:8]2[N:12]=[C:11]([CH2:13][CH2:14][CH3:15])[N:10]([CH2:25][C:26]3[CH:43]=[CH:42][C:29]4/[C:30](=[CH:39]/[C:40]#[N:41])/[C:31]5[CH:38]=[CH:37][CH:36]=[CH:35][C:32]=5[CH2:33][CH2:34][C:28]=4[CH:27]=3)[C:9]=2[CH:16]=1)=[O:4]. The yield is 0.730. (7) The catalyst is C(Cl)Cl.CCOCC. The yield is 0.600. The product is [CH3:11][O:12][C:13](=[O:37])[C@H:14]([CH2:33][CH2:34][S:35][CH3:36])[NH:15][C:16](=[O:32])[C:17]1[CH:22]=[CH:21][C:20]([CH:23]=[O:24])=[CH:19][C:18]=1[C:25]1[CH:30]=[CH:29][CH:28]=[CH:27][C:26]=1[CH3:31]. The reactants are CS(C)=O.C(Cl)(=O)C(Cl)=O.[CH3:11][O:12][C:13](=[O:37])[C@H:14]([CH2:33][CH2:34][S:35][CH3:36])[NH:15][C:16](=[O:32])[C:17]1[CH:22]=[CH:21][C:20]([CH2:23][OH:24])=[CH:19][C:18]=1[C:25]1[CH:30]=[CH:29][CH:28]=[CH:27][C:26]=1[CH3:31].C(N(CC)CC)C.